This data is from Forward reaction prediction with 1.9M reactions from USPTO patents (1976-2016). The task is: Predict the product of the given reaction. (1) Given the reactants CN1C2C=CC=CC=2N=C1C[O:12][C:13]1[CH:18]=[CH:17][C:16]([C:19]2[C:23]([C:24]3[CH:29]=[CH:28][N:27]=[CH:26][CH:25]=3)=[CH:22][N:21]([CH3:30])[N:20]=2)=[CH:15][CH:14]=1.[CH3:31][C:32]1[N:36]2[CH:37]=[CH:38][CH:39]=[CH:40][C:35]2=[N:34][C:33]=1[CH2:41]O, predict the reaction product. The product is: [CH3:31][C:32]1[N:36]2[CH:37]=[CH:38][CH:39]=[CH:40][C:35]2=[N:34][C:33]=1[CH2:41][O:12][C:13]1[CH:18]=[CH:17][C:16]([C:19]2[C:23]([C:24]3[CH:25]=[CH:26][N:27]=[CH:28][CH:29]=3)=[CH:22][N:21]([CH3:30])[N:20]=2)=[CH:15][CH:14]=1. (2) Given the reactants [CH3:1][N:2]1[CH2:7][CH2:6][N:5]([CH2:8][C:9]2[N:10]=[C:11]([N+:14]([O-])=O)[NH:12][CH:13]=2)[CH2:4][CH2:3]1.CO.C(N1CCN(C2C=C(N[C:34]([C:36]3[C:37]4[N:38]=[CH:39][CH:40]=[N:41][C:42]=4[C:43]([C:46]4[C:55]5[C:50](=[CH:51][CH:52]=[CH:53][CH:54]=5)[CH:49]=[N:48][CH:47]=4)=[CH:44][CH:45]=3)=[O:35])C=CC=2)CC1)C, predict the reaction product. The product is: [CH3:1][N:2]1[CH2:7][CH2:6][N:5]([CH2:8][C:9]2[N:10]=[C:11]([NH:14][C:34]([C:36]3[C:37]4[N:38]=[CH:39][CH:40]=[N:41][C:42]=4[C:43]([C:46]4[C:55]5[C:50](=[CH:51][CH:52]=[CH:53][CH:54]=5)[CH:49]=[N:48][CH:47]=4)=[CH:44][CH:45]=3)=[O:35])[NH:12][CH:13]=2)[CH2:4][CH2:3]1. (3) Given the reactants [CH3:1][C:2]1[C:19]([C:20]([F:23])([F:22])[F:21])=[CH:18][C:5]2[N:6](C(OC(C)C)=O)[CH2:7][CH2:8][CH2:9][C:10](=[O:11])[C:4]=2[CH:3]=1.[Cl-].[Na+], predict the reaction product. The product is: [CH3:1][C:2]1[C:19]([C:20]([F:23])([F:21])[F:22])=[CH:18][C:5]2[NH:6][CH2:7][CH2:8][CH2:9][C:10](=[O:11])[C:4]=2[CH:3]=1. (4) Given the reactants [N:1]1[N:2]=[CH:3][N:4]([CH2:6][CH2:7][O:8][C:9]2[CH:14]=[CH:13][C:12]([NH2:15])=[CH:11][CH:10]=2)[CH:5]=1.[Cl:16][C:17]1[CH:22]=[C:21]([C:23]([F:26])([F:25])[F:24])[CH:20]=[CH:19][C:18]=1[C:27]#[C:28][C:29](O)=[O:30], predict the reaction product. The product is: [N:1]1[N:2]=[CH:3][N:4]([CH2:6][CH2:7][O:8][C:9]2[CH:14]=[CH:13][C:12]([NH:15][C:29](=[O:30])[C:28]#[C:27][C:18]3[CH:19]=[CH:20][C:21]([C:23]([F:25])([F:24])[F:26])=[CH:22][C:17]=3[Cl:16])=[CH:11][CH:10]=2)[CH:5]=1. (5) Given the reactants [C:1]([Si:5]([CH3:11])([CH3:10])[O:6][CH2:7][C:8]#[CH:9])([CH3:4])([CH3:3])[CH3:2].C([Mg]Cl)(C)C.[Li+].[Cl-].CON(C)[C:22](=[O:24])[CH3:23].[NH4+].[Cl-], predict the reaction product. The product is: [Si:5]([O:6][CH2:7][C:8]#[C:9][C:22](=[O:24])[CH3:23])([C:1]([CH3:3])([CH3:4])[CH3:2])([CH3:10])[CH3:11]. (6) Given the reactants [C:1]1([CH:7]2[O:11][N:10]=[C:9]([C:12]3[N:13]=[C:14]([CH:17]4[CH2:22][CH2:21][NH:20][CH2:19][CH2:18]4)[S:15][CH:16]=3)[CH2:8]2)[CH:6]=[CH:5][CH:4]=[CH:3][CH:2]=1.[CH2:23]([N:28]=[C:29]=[O:30])[CH2:24][CH2:25][CH2:26][CH3:27], predict the reaction product. The product is: [C:1]1([CH:7]2[O:11][N:10]=[C:9]([C:12]3[N:13]=[C:14]([CH:17]4[CH2:22][CH2:21][N:20]([C:29]([NH:28][CH2:23][CH2:24][CH2:25][CH2:26][CH3:27])=[O:30])[CH2:19][CH2:18]4)[S:15][CH:16]=3)[CH2:8]2)[CH:2]=[CH:3][CH:4]=[CH:5][CH:6]=1.